From a dataset of Reaction yield outcomes from USPTO patents with 853,638 reactions. Predict the reaction yield, written as a fraction of the theoretical maximum amount of product (1.0 means a 100% yield; for example, 0.34 means a 34% yield). (1) The reactants are [OH:1][C:2]1[CH:7]=[CH:6][C:5]([C:8]2[CH:9]([NH:14][S:15]([CH:18]([CH3:20])[CH3:19])(=[O:17])=[O:16])[CH2:10][CH2:11][CH2:12][CH:13]=2)=[CH:4][CH:3]=1.[C:21]([C:23]1[CH:30]=[CH:29][CH:28]=[CH:27][C:24]=1[CH2:25]Br)#[N:22].C(=O)([O-])[O-].[K+].[K+]. The catalyst is CC(C)=O. The product is [CH3:19][CH:18]([S:15]([NH:14][CH:9]1[C:8]([C:5]2[CH:4]=[CH:3][C:2]([O:1][CH2:25][C:24]3[CH:27]=[CH:28][CH:29]=[CH:30][C:23]=3[C:21]#[N:22])=[CH:7][CH:6]=2)=[CH:13][CH2:12][CH2:11][CH2:10]1)(=[O:17])=[O:16])[CH3:20]. The yield is 0.440. (2) The reactants are [NH2:1][C@@H:2]1[CH2:7][CH2:6][CH2:5][N:4]([C:8]([O:10][C:11]([CH3:14])([CH3:13])[CH3:12])=[O:9])[CH2:3]1.C(=O)([O-])[O-].[Cs+].[Cs+].Cl[C:22]1[N:27]=[C:26]([C:28]2[CH:29]=[N:30][N:31]3[CH:36]=[CH:35][N:34]=[CH:33][C:32]=23)[CH:25]=[N:24][CH:23]=1. The catalyst is CN(C=O)C.CC1(C)C2C=CC=C(P(C3C=CC=CC=3)C3C=CC=CC=3)C=2OC2C1=CC=CC=2P(C1C=CC=CC=1)C1C=CC=CC=1. The product is [N:30]1[N:31]2[CH:36]=[CH:35][N:34]=[CH:33][C:32]2=[C:28]([C:26]2[N:27]=[C:22]([NH:1][C@@H:2]3[CH2:7][CH2:6][CH2:5][N:4]([C:8]([O:10][C:11]([CH3:14])([CH3:13])[CH3:12])=[O:9])[CH2:3]3)[CH:23]=[N:24][CH:25]=2)[CH:29]=1. The yield is 0.440. (3) The reactants are C([O:3][C:4]([C:6]1[C:7](=[O:29])[C:8]2[C:9]([N:14]([CH2:16][C:17]3[CH:22]=[CH:21][CH:20]=[CH:19][C:18]=3[C:23]3[CH:28]=[CH:27][CH:26]=[CH:25][CH:24]=3)[CH:15]=1)=[N:10][CH:11]=[CH:12][N:13]=2)=[O:5])C.C1(C2C=CC=CC=2)C=CC=CC=1CN1C2C(=NC=CC=2)C(=O)C(C(O)=O)=C1. No catalyst specified. The product is [C:18]1([C:23]2[CH:28]=[CH:27][CH:26]=[CH:25][CH:24]=2)[CH:19]=[CH:20][CH:21]=[CH:22][C:17]=1[CH2:16][N:14]1[C:9]2=[N:10][CH:11]=[CH:12][N:13]=[C:8]2[C:7](=[O:29])[C:6]([C:4]([OH:5])=[O:3])=[CH:15]1. The yield is 0.540. (4) The reactants are [N+:1]([C:4]1[NH:8][N:7]=[C:6]([C:9]([OH:11])=[O:10])[CH:5]=1)([O-:3])=[O:2].S(Cl)(Cl)=O.[CH3:16]O. No catalyst specified. The product is [N+:1]([C:4]1[NH:8][N:7]=[C:6]([C:9]([O:11][CH3:16])=[O:10])[CH:5]=1)([O-:3])=[O:2]. The yield is 0.780.